Predict which catalyst facilitates the given reaction. From a dataset of Catalyst prediction with 721,799 reactions and 888 catalyst types from USPTO. (1) Product: [CH3:7][C:2]([C:8]1[S:9][CH:10]=[CH:11][CH:12]=1)([CH3:1])[C:3]([NH:5][NH:6][C:16]([CH:13]1[CH2:15][CH2:14]1)=[O:17])=[O:4]. The catalyst class is: 4. Reactant: [CH3:1][C:2]([C:8]1[S:9][CH:10]=[CH:11][CH:12]=1)([CH3:7])[C:3]([NH:5][NH2:6])=[O:4].[CH:13]1([C:16](Cl)=[O:17])[CH2:15][CH2:14]1.C(N(CC)CC)C. (2) Reactant: [OH:1][C:2](=[C:13]1[C:18](=[O:19])OC(C)(C)OC1=O)[CH2:3][C:4]1[CH:9]=[C:8]([F:10])[C:7]([F:11])=[CH:6][C:5]=1[F:12].Cl.[F:24][C:25]([F:36])([F:35])[C:26]1[N:30]2[CH2:31][CH2:32][NH:33][CH2:34][C:29]2=[N:28][N:27]=1.C(N(C(C)C)CC)(C)C. Product: [O:19]=[C:18]([N:33]1[CH2:32][CH2:31][N:30]2[C:26]([C:25]([F:36])([F:24])[F:35])=[N:27][N:28]=[C:29]2[CH2:34]1)[CH2:13][C:2](=[O:1])[CH2:3][C:4]1[CH:9]=[C:8]([F:10])[C:7]([F:11])=[CH:6][C:5]=1[F:12]. The catalyst class is: 480. (3) Reactant: C([O:8][C:9]1[N:14]=[C:13]([CH:15]([C:17]2[CH:22]=[CH:21][CH:20]=[CH:19][CH:18]=2)O)[CH:12]=[CH:11][CH:10]=1)C1C=CC=CC=1.[H][H]. Product: [CH2:15]([C:13]1[N:14]=[C:9]([OH:8])[CH:10]=[CH:11][CH:12]=1)[C:17]1[CH:22]=[CH:21][CH:20]=[CH:19][CH:18]=1. The catalyst class is: 43. (4) Reactant: [C:1]([C:3]1[CH:4]=[C:5]([CH:20]=[CH:21][CH:22]=1)[CH2:6][N:7]1[CH2:12][CH2:11][N:10]([C:13]2[CH:18]=[CH:17][C:16]([NH2:19])=[CH:15][N:14]=2)[CH2:9][CH2:8]1)#[N:2].[CH:23]([C:26]1[CH:31]=[CH:30][C:29]([C:32]2[C:33]([C:40](O)=[O:41])=[CH:34][CH:35]=[CH:36][C:37]=2[O:38][CH3:39])=[CH:28][CH:27]=1)([CH3:25])[CH3:24].C1C=CC2N(O)N=NC=2C=1.CCN=C=NCCCN(C)C.Cl. Product: [C:1]([C:3]1[CH:4]=[C:5]([CH:20]=[CH:21][CH:22]=1)[CH2:6][N:7]1[CH2:12][CH2:11][N:10]([C:13]2[CH:18]=[CH:17][C:16]([NH:19][C:40]([C:33]3[C:32]([C:29]4[CH:28]=[CH:27][C:26]([CH:23]([CH3:25])[CH3:24])=[CH:31][CH:30]=4)=[C:37]([O:38][CH3:39])[CH:36]=[CH:35][CH:34]=3)=[O:41])=[CH:15][N:14]=2)[CH2:9][CH2:8]1)#[N:2]. The catalyst class is: 347. (5) Reactant: C([O:3][C:4](=[O:24])[CH2:5][CH:6]1[O:10][B:9]([OH:11])[C:8]2[CH:12]=[C:13]([O:17][C:18]3[S:22][N:21]=[C:20]([Cl:23])[N:19]=3)[CH:14]=[C:15]([CH3:16])[C:7]1=2)C.[Li+].[OH-].Cl. Product: [Cl:23][C:20]1[N:19]=[C:18]([O:17][C:13]2[CH:14]=[C:15]([CH3:16])[C:7]3[CH:6]([CH2:5][C:4]([OH:24])=[O:3])[O:10][B:9]([OH:11])[C:8]=3[CH:12]=2)[S:22][N:21]=1. The catalyst class is: 20.